From a dataset of hERG potassium channel inhibition data for cardiac toxicity prediction from Karim et al.. Regression/Classification. Given a drug SMILES string, predict its toxicity properties. Task type varies by dataset: regression for continuous values (e.g., LD50, hERG inhibition percentage) or binary classification for toxic/non-toxic outcomes (e.g., AMES mutagenicity, cardiotoxicity, hepatotoxicity). Dataset: herg_karim. (1) The drug is CC(=O)Nc1cc(Nc2cc(NC3CC3)n3ncc(C#N)c3n2)ccc1C(C)C. The result is 0 (non-blocker). (2) The compound is N#CCCN1C(=O)c2ccccc2C1C(=O)NCc1ccc(OC(F)(F)F)cc1. The result is 0 (non-blocker). (3) The molecule is Cc1nc2ncc(Oc3ccc(F)c4cccnc34)nc2c(=O)n1C[C@H]1CCCN(C(C)C)C1. The result is 0 (non-blocker). (4) The molecule is Cc1cccnc1CN1CCC2(CC1)C(=O)N(c1ccc(-c3ccc4scnc4c3)cc1)C(=O)N2c1cc(O)ncn1. The result is 1 (blocker). (5) The compound is Cc1nc2ccccc2n1C1C[C@H]2CC[C@H](C1)N2CCC1(c2cccc(F)c2)CCN(C(=O)c2cc(S(N)(=O)=O)ccc2F)CC1. The result is 0 (non-blocker).